Task: Predict which catalyst facilitates the given reaction.. Dataset: Catalyst prediction with 721,799 reactions and 888 catalyst types from USPTO (1) Reactant: Cl.[N:2]1[CH:7]=[CH:6][CH:5]=[C:4]([CH2:8][C:9]([OH:11])=O)[CH:3]=1.[P:12]([OH:15])([OH:14])[OH:13].CCCCCCCC.C(Cl)(=O)C(Cl)=O. Product: [CH:6]1[CH:7]=[N:2][CH:3]=[C:4]([CH2:8][C:9]([P:12]([OH:15])([OH:14])=[O:13])([P:12]([OH:15])([OH:14])=[O:13])[OH:11])[CH:5]=1. The catalyst class is: 24. (2) Reactant: [CH:1]([S:4][C:5]1[CH:15]=[CH:14][C:8]([C:9]([O:11][CH2:12][CH3:13])=[O:10])=[CH:7][CH:6]=1)([CH3:3])[CH3:2].OO.C([O-])([O-])=[O:19].[Na+].[Na+]. Product: [CH:1]([S:4]([C:5]1[CH:15]=[CH:14][C:8]([C:9]([O:11][CH2:12][CH3:13])=[O:10])=[CH:7][CH:6]=1)=[O:19])([CH3:2])[CH3:3]. The catalyst class is: 52. (3) Reactant: [CH:1]([S:4]([C:7]1[CH:12]=[CH:11][C:10]([C:13]2[N:14]=[C:15]([C:20]#[C:21][C:22]3[CH:27]=[CH:26][CH:25]=[CH:24][CH:23]=3)[C:16]([NH2:19])=[N:17][CH:18]=2)=[CH:9][CH:8]=1)(=[O:6])=[O:5])([CH3:3])[CH3:2].C1COCC1. Product: [CH:1]([S:4]([C:7]1[CH:8]=[CH:9][C:10]([C:13]2[N:14]=[C:15]([CH2:20][CH2:21][C:22]3[CH:23]=[CH:24][CH:25]=[CH:26][CH:27]=3)[C:16]([NH2:19])=[N:17][CH:18]=2)=[CH:11][CH:12]=1)(=[O:5])=[O:6])([CH3:3])[CH3:2]. The catalyst class is: 19.